From a dataset of Full USPTO retrosynthesis dataset with 1.9M reactions from patents (1976-2016). Predict the reactants needed to synthesize the given product. (1) Given the product [CH3:19][O:17][C:16]([CH:12]1[CH2:13][CH2:14][CH2:15][N:11]1[C:9]([O:8][CH2:1][C:2]1[CH:3]=[CH:4][CH:5]=[CH:6][CH:7]=1)=[O:10])=[O:18], predict the reactants needed to synthesize it. The reactants are: [CH2:1]([O:8][C:9]([N:11]1[CH2:15][CH2:14][CH2:13][CH:12]1[C:16]([OH:18])=[O:17])=[O:10])[C:2]1[CH:7]=[CH:6][CH:5]=[CH:4][CH:3]=1.[C:19](=O)([O-])O.[K+].CI. (2) Given the product [ClH:45].[ClH:53].[ClH:45].[Cl:45][C:42]1[CH:41]=[CH:40][C:39]([F:46])=[C:38]2[C:43]=1[CH:44]=[C:35]([C:30]1[C:31]([NH2:34])=[N:32][CH:33]=[C:28]([C:16]3[CH:15]=[N:14][N:13]([C@@H:10]4[CH2:11][CH2:12][NH:8][CH2:9]4)[CH:17]=3)[CH:29]=1)[N:36]=[CH:37]2, predict the reactants needed to synthesize it. The reactants are: C(OC([N:8]1[CH2:12][CH2:11][C@@H:10]([N:13]2[CH:17]=[C:16](B3OC(C)(C)C(C)(C)O3)[CH:15]=[N:14]2)[CH2:9]1)=O)(C)(C)C.Br[C:28]1[CH:29]=[C:30]([C:35]2[N:36]=[CH:37][C:38]3[C:43]([CH:44]=2)=[C:42]([Cl:45])[CH:41]=[CH:40][C:39]=3[F:46])[C:31]([NH2:34])=[N:32][CH:33]=1.C(=O)([O-])[O-].[K+].[K+].[ClH:53].